Dataset: Forward reaction prediction with 1.9M reactions from USPTO patents (1976-2016). Task: Predict the product of the given reaction. Given the reactants [CH:1]1([S:4]([C:7]2[CH:12]=[CH:11][C:10](/[C:13](=[CH:17]\[CH:18]3[CH2:23][CH2:22][O:21][CH2:20][CH2:19]3)/[C:14]([OH:16])=[O:15])=[CH:9][CH:8]=2)(=[O:6])=[O:5])[CH2:3][CH2:2]1.N#N, predict the reaction product. The product is: [CH:1]1([S:4]([C:7]2[CH:12]=[CH:11][C:10]([C@@H:13]([CH2:17][CH:18]3[CH2:19][CH2:20][O:21][CH2:22][CH2:23]3)[C:14]([OH:16])=[O:15])=[CH:9][CH:8]=2)(=[O:6])=[O:5])[CH2:3][CH2:2]1.